This data is from Catalyst prediction with 721,799 reactions and 888 catalyst types from USPTO. The task is: Predict which catalyst facilitates the given reaction. (1) Reactant: [Cl:1][C:2]1[C:11]2=[N:12][N:13]([CH2:23][CH2:24][CH3:25])[C:14]([NH:15][C:16](=[O:22])[O:17][C:18]([CH3:21])([CH3:20])[CH3:19])=[C:10]2[C:9]2[CH:8]=[CH:7][CH:6]=[CH:5][C:4]=2[N:3]=1.[CH2:26](I)[CH3:27].[H-].[Na+].[Cl-].[NH4+]. Product: [Cl:1][C:2]1[C:11]2=[N:12][N:13]([CH2:23][CH2:24][CH3:25])[C:14]([N:15]([CH2:26][CH3:27])[C:16](=[O:22])[O:17][C:18]([CH3:20])([CH3:19])[CH3:21])=[C:10]2[C:9]2[CH:8]=[CH:7][CH:6]=[CH:5][C:4]=2[N:3]=1. The catalyst class is: 1. (2) Reactant: [Cl:1][C:2]1[S:6][C:5]([NH:7][C:8](=[O:40])[N:9]([CH2:25][CH2:26][CH:27]2[CH2:32][CH2:31][N:30](C(OC(C)(C)C)=O)[CH2:29][CH2:28]2)[CH2:10][CH2:11][CH:12]([C:19]2[CH:24]=[CH:23][CH:22]=[CH:21][CH:20]=2)[C:13]2[CH:18]=[CH:17][CH:16]=[CH:15][CH:14]=2)=[N:4][C:3]=1[C:41]1[CH:46]=[CH:45][C:44]([NH:47][S:48]([CH3:51])(=[O:50])=[O:49])=[CH:43][CH:42]=1.C(O)(C(F)(F)F)=O. Product: [ClH:1].[Cl:1][C:2]1[S:6][C:5]([NH:7][C:8](=[O:40])[N:9]([CH2:10][CH2:11][CH:12]([C:13]2[CH:14]=[CH:15][CH:16]=[CH:17][CH:18]=2)[C:19]2[CH:24]=[CH:23][CH:22]=[CH:21][CH:20]=2)[CH2:25][CH2:26][CH:27]2[CH2:28][CH2:29][NH:30][CH2:31][CH2:32]2)=[N:4][C:3]=1[C:41]1[CH:42]=[CH:43][C:44]([NH:47][S:48]([CH3:51])(=[O:49])=[O:50])=[CH:45][CH:46]=1. The catalyst class is: 2. (3) Reactant: [OH:1][C:2]1[C:9]([I:10])=[N:8][CH:7]=[CH:6][C:3]=1[CH:4]=O.[Cl:11][C:12]1[CH:13]=[C:14]([CH:16]=[CH:17][C:18]=1[F:19])[NH2:15].[Si]([C:24]#[N:25])(C)(C)C.[Si](OS(C(F)(F)F)(=O)=O)(C)(C)C. Product: [Cl:11][C:12]1[CH:13]=[C:14]([NH:15][C:4]2[C:3]3[C:2](=[C:9]([I:10])[N:8]=[CH:7][CH:6]=3)[O:1][C:24]=2[NH2:25])[CH:16]=[CH:17][C:18]=1[F:19]. The catalyst class is: 34. (4) Reactant: [CH3:1][C:2]1[CH:7]=[C:6]([CH3:8])[CH:5]=[C:4]([CH3:9])[C:3]=1[NH:10][C:11]1[C:16]([N+:17]([O-])=O)=[CH:15][N:14]=[C:13]([NH:20][C:21]2[CH:28]=[CH:27][C:24]([C:25]#[N:26])=[CH:23][CH:22]=2)[N:12]=1.NN. Product: [NH2:17][C:16]1[C:11]([NH:10][C:3]2[C:2]([CH3:1])=[CH:7][C:6]([CH3:8])=[CH:5][C:4]=2[CH3:9])=[N:12][C:13]([NH:20][C:21]2[CH:28]=[CH:27][C:24]([C:25]#[N:26])=[CH:23][CH:22]=2)=[N:14][CH:15]=1. The catalyst class is: 63. (5) Reactant: [CH3:1][C:2]1[C:3]([C:8]([OH:10])=[O:9])=[N:4][CH:5]=[CH:6][CH:7]=1.CN(C(ON1N=NC2C=CC=NC1=2)=[N+](C)C)C.F[P-](F)(F)(F)(F)F.[F:35][C:36]1[C:44]2[C:43]([NH2:45])=[CH:42][C:41]([C:46]3[CH:54]=[CH:53][CH:52]=[C:51]4[C:47]=3[CH:48]=[CH:49][NH:50]4)=[CH:40][C:39]=2[NH:38][N:37]=1.CCN(C(C)C)C(C)C. Product: [NH3:4].[CH3:8][OH:9].[F:35][C:36]1[C:44]2[C:39](=[CH:40][C:41]([C:46]3[CH:54]=[CH:53][CH:52]=[C:51]4[C:47]=3[CH:48]=[CH:49][NH:50]4)=[CH:42][C:43]=2[NH:45][C:8]([C:3]2[C:2]([CH3:1])=[CH:7][CH:6]=[CH:5][N:4]=2)=[O:10])[NH:38][N:37]=1. The catalyst class is: 3. (6) Reactant: [CH:1]1([C:4]2[C:9]3[C:10]([C:13]4[S:14][CH:15]=[CH:16][CH:17]=4)=[N:11][O:12][C:8]=3[C:7]([OH:18])=[C:6]([C:19](OCC)=[O:20])[N:5]=2)[CH2:3][CH2:2]1.[NH2:24][CH2:25][C:26]([OH:28])=[O:27].C[O-].[Na+]. Product: [CH:1]1([C:4]2[C:9]3[C:10]([C:13]4[S:14][CH:15]=[CH:16][CH:17]=4)=[N:11][O:12][C:8]=3[C:7]([OH:18])=[C:6]([C:19]([NH:24][CH2:25][C:26]([OH:28])=[O:27])=[O:20])[N:5]=2)[CH2:3][CH2:2]1. The catalyst class is: 389.